Dataset: Reaction yield outcomes from USPTO patents with 853,638 reactions. Task: Predict the reaction yield, written as a fraction of the theoretical maximum amount of product (1.0 means a 100% yield; for example, 0.34 means a 34% yield). (1) The reactants are CCCC[N+](CCCC)(CCCC)CCCC.[F-].C1COCC1.C([Si]([C:34]#[C:35][C:36]1[CH:37]=[C:38]([CH:41]=[O:42])[O:39][CH:40]=1)(C(C)C)C(C)C)(C)C.C1COCC1.[Cl-].[NH4+]. The catalyst is O.C(OCC)C.C(O)(=O)C. The product is [C:35]([C:36]1[CH:37]=[C:38]([CH:41]=[O:42])[O:39][CH:40]=1)#[CH:34]. The yield is 0.800. (2) The reactants are [CH3:1][O:2][C:3](=[O:38])[NH:4][CH:5]([C:9]([N:11]1[CH:17]([C:18]2[NH:19][C:20]([C:23]3[CH:28]=[CH:27][C:26](B4OC(C)(C)C(C)(C)O4)=[CH:25][CH:24]=3)=[CH:21][N:22]=2)[CH2:16][C:13]2([CH2:15][CH2:14]2)[CH2:12]1)=[O:10])[CH:6]([CH3:8])[CH3:7].[C:39]([O:43][C:44]([N:46]1[CH:51]([C:52]2[NH:53][C:54]([C:57]3[CH:66]=[CH:65][C:64]4[C:59](=[CH:60][CH:61]=[C:62](Br)[CH:63]=4)[CH:58]=3)=[CH:55][N:56]=2)[CH:50]2[CH2:68][CH:47]1[CH2:48][CH2:49]2)=[O:45])([CH3:42])([CH3:41])[CH3:40].C([O-])([O-])=O.[K+].[K+]. The catalyst is COCCOC.CCOC(C)=O.C1C=CC([P]([Pd]([P](C2C=CC=CC=2)(C2C=CC=CC=2)C2C=CC=CC=2)([P](C2C=CC=CC=2)(C2C=CC=CC=2)C2C=CC=CC=2)[P](C2C=CC=CC=2)(C2C=CC=CC=2)C2C=CC=CC=2)(C2C=CC=CC=2)C2C=CC=CC=2)=CC=1. The product is [C:39]([O:43][C:44]([N:46]1[CH:51]([C:52]2[NH:53][C:54]([C:57]3[CH:66]=[CH:65][C:64]4[C:59](=[CH:60][CH:61]=[C:62]([C:26]5[CH:25]=[CH:24][C:23]([C:20]6[NH:19][C:18]([CH:17]7[CH2:16][C:13]8([CH2:14][CH2:15]8)[CH2:12][N:11]7[C:9](=[O:10])[CH:5]([NH:4][C:3]([O:2][CH3:1])=[O:38])[CH:6]([CH3:8])[CH3:7])=[N:22][CH:21]=6)=[CH:28][CH:27]=5)[CH:63]=4)[CH:58]=3)=[CH:55][N:56]=2)[CH:50]2[CH2:68][CH:47]1[CH2:48][CH2:49]2)=[O:45])([CH3:42])([CH3:41])[CH3:40]. The yield is 0.370. (3) The reactants are [Cl:1][C:2]1[C:7]([C:8]([F:11])([F:10])[F:9])=[CH:6][CH:5]=[CH:4][C:3]=1OS(C(F)(F)F)(=O)=O.[C:20]([N:27]1[CH2:32][CH2:31][NH:30][CH2:29][CH2:28]1)([O:22][C:23]([CH3:26])([CH3:25])[CH3:24])=[O:21].CC(C)([O-])C.[Na+]. The catalyst is C1(C)C=CC=CC=1.C1C=CC(/C=C/C(/C=C/C2C=CC=CC=2)=O)=CC=1.C1C=CC(/C=C/C(/C=C/C2C=CC=CC=2)=O)=CC=1.C1C=CC(/C=C/C(/C=C/C2C=CC=CC=2)=O)=CC=1.[Pd].[Pd]. The product is [C:23]([O:22][C:20]([N:27]1[CH2:32][CH2:31][N:30]([C:3]2[CH:4]=[CH:5][CH:6]=[C:7]([C:8]([F:11])([F:10])[F:9])[C:2]=2[Cl:1])[CH2:29][CH2:28]1)=[O:21])([CH3:26])([CH3:24])[CH3:25]. The yield is 0.420. (4) The reactants are [CH3:1][O:2][C:3]1[C:11]([CH3:12])=[C:10]2[C:6]([C:7](=[O:13])[O:8][CH2:9]2)=[C:5]([O:14][CH2:15][CH2:16][Si:17]([CH3:20])([CH3:19])[CH3:18])[C:4]=1[CH2:21]C=O.C1(P(C2C=CC=CC=2)(C2C=CC=CC=2)=[C:31]([CH2:34][CH3:35])[CH:32]=[O:33])C=CC=CC=1.[C:48]1(C)C=CC=CC=1. No catalyst specified. The product is [CH2:34]([C:31](=[CH:48][CH2:21][C:4]1[C:5]([O:14][CH2:15][CH2:16][Si:17]([CH3:20])([CH3:18])[CH3:19])=[C:6]2[C:10](=[C:11]([CH3:12])[C:3]=1[O:2][CH3:1])[CH2:9][O:8][C:7]2=[O:13])[CH:32]=[O:33])[CH3:35]. The yield is 0.830. (5) The reactants are [CH:1]([N:4]1[CH2:13][CH2:12][C:11]2[C:6](=[CH:7][CH:8]=[CH:9][C:10]=2[C:14]2[CH:15]=[C:16]3[C:21](=[C:22]([O:24]COCC[Si](C)(C)C)[CH:23]=2)[N:20]=[CH:19][N:18](COCC[Si](C)(C)C)[C:17]3=[O:41])[CH2:5]1)([CH3:3])[CH3:2].[F:42][C:43]([F:48])([F:47])[C:44]([OH:46])=[O:45]. The catalyst is ClCCl. The product is [F:42][C:43]([F:48])([F:47])[C:44]([OH:46])=[O:45].[OH:24][C:22]1[CH:23]=[C:14]([C:10]2[CH:9]=[CH:8][CH:7]=[C:6]3[C:11]=2[CH2:12][CH2:13][N:4]([CH:1]([CH3:3])[CH3:2])[CH2:5]3)[CH:15]=[C:16]2[C:21]=1[N:20]=[CH:19][NH:18][C:17]2=[O:41]. The yield is 0.990. (6) The reactants are CS[C:3]1[C:4]2[CH:17]=[CH:16][CH:15]=[CH:14][C:5]=2[NH:6][C:7]2[N:13]=[CH:12][CH:11]=[CH:10][C:8]=2[N:9]=1.[NH:18]([C:20]([C:22]1[CH:31]=[CH:30][C:25]([C:26]([O:28][CH3:29])=[O:27])=[CH:24][CH:23]=1)=O)[NH2:19].C(N(CC)CC)C.O.C1(C)C=CC(S(O)(=O)=O)=CC=1. The catalyst is ClCCl.CO. The product is [N:19]1[N:18]=[C:20]([C:22]2[CH:31]=[CH:30][C:25]([C:26]([O:28][CH3:29])=[O:27])=[CH:24][CH:23]=2)[N:9]2[C:3]=1[C:4]1[CH:17]=[CH:16][CH:15]=[CH:14][C:5]=1[NH:6][C:7]1[N:13]=[CH:12][CH:11]=[CH:10][C:8]2=1. The yield is 0.440. (7) The reactants are [CH3:1][C:2]1[C:7]([CH:8]([CH2:13][CH2:14][CH3:15])[C:9]([O:11]C)=[O:10])=[C:6]([C:16]2[CH:17]=[CH:18][C:19]3[N:24]([CH3:25])[CH2:23][CH2:22][O:21][C:20]=3[CH:26]=2)[N:5]=[C:4]([C:27]2[CH:32]=[CH:31][CH:30]=[CH:29][CH:28]=2)[N:3]=1.[OH-].[Na+]. The catalyst is CO. The product is [CH3:1][C:2]1[C:7]([CH:8]([CH2:13][CH2:14][CH3:15])[C:9]([OH:11])=[O:10])=[C:6]([C:16]2[CH:17]=[CH:18][C:19]3[N:24]([CH3:25])[CH2:23][CH2:22][O:21][C:20]=3[CH:26]=2)[N:5]=[C:4]([C:27]2[CH:32]=[CH:31][CH:30]=[CH:29][CH:28]=2)[N:3]=1. The yield is 0.800. (8) The reactants are ClC(Cl)C.[Cl:5][C:6]1[CH:7]=[C:8]([NH:12][C:13]([C:15]2[O:16][C:17]3[C:23]([N:24]4[CH2:28][CH2:27][CH2:26][CH2:25]4)=[CH:22][CH:21]=[CH:20][C:18]=3[CH:19]=2)=O)[CH:9]=[CH:10][CH:11]=1.P(Cl)(Cl)(Cl)(Cl)Cl.[ClH:35].[NH2:36][OH:37]. The catalyst is C(#N)C.C(OCC)(=O)C.C(N(CC)CC)C. The product is [Cl:35][C:19]1[C:18]2[CH:20]=[CH:21][CH:22]=[C:23]([N:24]3[CH2:28][CH2:27][CH2:26][CH2:25]3)[C:17]=2[O:16][C:15]=1[C:13]([NH:12][C:8]1[CH:9]=[CH:10][CH:11]=[C:6]([Cl:5])[CH:7]=1)=[N:36][OH:37]. The yield is 0.130.